Dataset: Drug-target binding data from BindingDB using Kd measurements. Task: Regression. Given a target protein amino acid sequence and a drug SMILES string, predict the binding affinity score between them. We predict pKd (pKd = -log10(Kd in M); higher means stronger binding). Dataset: bindingdb_kd. (1) The small molecule is COC(=O)C[C@@H]1N=C(c2ccc(Cl)cc2)c2c(sc(C(=O)NCCNC(=O)C[C@@H]3N=C(c4ccc(Cl)cc4)c4c(sc(C)c4C)-n4c(C)nnc43)c2C)-n2c(C)nnc21. The target protein sequence is NPPPPETSNPNKPKRQTNQLQYLLRVVLKTLWKHQFAWPFQQPVDAVKLNLPDYYKIIKTPMDMGTIKKRLENNYYWNAQECIQDFNTMFTNCYIYNKPGDDIVLMAEALEKLFLQKINELPTEEKDVPDSQQHPAPEKSSKVSEQLKCCSGILKEMFAKKHAAYAWPFYKPVDVEALGLHDYCDIIKHPMDMSTIKSKLEAREYRDAQEFGADVRLMFSNCYKYNPPDHEVVAMARKLQDVFEMRFAKMPDE. The pKd is 9.8. (2) The compound is Cc1cc2c(cc1C(=O)c1ccc(C(=O)O)cc1)C(C)(C)CCC2(C)C. The target protein (P28705) has sequence MYGNYSHFMKFPTGFGGSPGHTGSTSMSPSVALPTGKPMDSHPSYTDTPVSAPRTLSAVGTPLNALGSPYRVITSAMGPPSGALAAPPGINLVAPPSSQLNVVNSVSSSEDIKPLPGLPGIGNMNYPSTSPGSLVKHICAICGDRSSGKHYGVYSCEGCKGFFKRTIRKDLIYTCRDNKDCLIDKRQRNRCQYCRYQKCLVMGMKREAVQEERQRSRERAESEAECASSSHEDMPVERILEAELAVEPKTESYGDMNVENSTNDPVTNICHAADKQLFTLVEWAKRIPHFSDLTLEDQVILLRAGWNELLIASFSHRSVSVQDGILLATGLHVHRSSAHSAGVGSIFDRVLTELVSKMKDMQMDKSELGCLRAIVLFNPDAKGLSNPSEVETLREKVYATLEAYTKQKYPEQPGRFAKLLLRLPALRSIGLKCLEHLFFFKLIGDTPIDSFLMEMLETPLQIT. The pKd is 6.4. (3) The compound is NC(=O)c1ccc[n+]([C@@H]2O[C@H](COP(=O)([O-])OP(=O)(O)OC[C@H]3O[C@@H](n4cnc5c(N)ncnc54)[C@H](O)[C@@H]3O)[C@@H](O)[C@H]2O)c1. The target protein sequence is MGSSHLLNKGLPLGVRPPIMNGPLHPRPLVALLDGRDCTVEMPILKDVATVDFCDAQSTQEIHEKVLNEAVGALMYHTITLTREDLEKFKALRIIVRIGSGFDNIDIKSAGDLGIAVCNVPAASVEETADSTLCHILNLYRRATWLHQALREGTRVQSVEQIREVASGAARIRGETLGIIGLGRVGQAVALRAKAFGFNVLFYDPYLSDGVERALGLQRVSTLQDLLFHSDCVTLHCGLNEHNHHLINDFTVKQMRQGAFLVNTARGGLVDEKALAQALKEGRIRGAALDVHESEPFSFSQGPLKDAPNLICTPHAAWYSEQASIEMREEAAREIRRAITGRIPDSLKNCVNKDHLTAATHWASMDPAVVHPELNGAAYRYPPGVVGVAPTGIPAAVEGIVPSAMSLSHGLPPVAHPPHAPSPGQTVKPEADRDHASDQL. The pKd is 6.3. (4) The small molecule is C[C@@H]1CCN(C(=O)CC#N)C[C@@H]1N(C)c1ncnc2[nH]ccc12. The target protein (Q96L34) has sequence MSSRTVLAPGNDRNSDTHGTLGSGRSSDKGPSWSSRSLGARCRNSIASCPEEQPHVGNYRLLRTIGKGNFAKVKLARHILTGREVAIKIIDKTQLNPSSLQKLFREVRIMKGLNHPNIVKLFEVIETEKTLYLVMEYASAGEVFDYLVSHGRMKEKEARAKFRQIVSAVHYCHQKNIVHRDLKAENLLLDAEANIKIADFGFSNEFTLGSKLDTFCGSPPYAAPELFQGKKYDGPEVDIWSLGVILYTLVSGSLPFDGHNLKELRERVLRGKYRVPFYMSTDCESILRRFLVLNPAKRCTLEQIMKDKWINIGYEGEELKPYTEPEEDFGDTKRIEVMVGMGYTREEIKESLTSQKYNEVTATYLLLGRKTEEGGDRGAPGLALARVRAPSDTTNGTSSSKGTSHSKGQRSSSSTYHRQRRHSDFCGPSPAPLHPKRSPTSTGEAELKEERLPGRKASCSTAGSGSRGLPPSSPMVSSAHNPNKAEIPERRKDSTSTPNN.... The pKd is 5.0.